This data is from Catalyst prediction with 721,799 reactions and 888 catalyst types from USPTO. The task is: Predict which catalyst facilitates the given reaction. Reactant: [OH:1][C:2]1[C:3]2[N:4]([C:11]([CH3:15])=[C:12]([CH3:14])[N:13]=2)[CH:5]=[C:6]([CH2:8][O:9][CH3:10])[CH:7]=1.[O:16]1[CH:18]2[CH2:19][C:20]3[C:25]([CH:17]12)=[CH:24][CH:23]=[CH:22][CH:21]=3.C(N(CC)CC)C.[Cl-].[NH4+]. Product: [OH:16][C@@H:18]1[CH2:19][C:20]2[C:25](=[CH:24][CH:23]=[CH:22][CH:21]=2)[C@H:17]1[O:1][C:2]1[C:3]2[N:4]([C:11]([CH3:15])=[C:12]([CH3:14])[N:13]=2)[CH:5]=[C:6]([CH2:8][O:9][CH3:10])[CH:7]=1. The catalyst class is: 24.